Dataset: Catalyst prediction with 721,799 reactions and 888 catalyst types from USPTO. Task: Predict which catalyst facilitates the given reaction. (1) Reactant: Br[C:2]1[CH:3]=[C:4]([N:22]([CH2:29][CH3:30])[CH:23]2[CH2:28][CH2:27][O:26][CH2:25][CH2:24]2)[C:5]([CH3:21])=[C:6]([CH:20]=1)[C:7]([NH:9][CH2:10][C:11]1[C:12](=[O:19])[NH:13][C:14]([CH3:18])=[CH:15][C:16]=1[CH3:17])=[O:8].[CH3:31][N:32]([CH2:34][C:35]1[CH:40]=[CH:39][C:38](B(O)O)=[CH:37][CH:36]=1)[CH3:33].C([O-])([O-])=O.[Na+].[Na+]. Product: [CH3:17][C:16]1[CH:15]=[C:14]([CH3:18])[NH:13][C:12](=[O:19])[C:11]=1[CH2:10][NH:9][C:7]([C:6]1[CH:20]=[C:2]([C:38]2[CH:39]=[CH:40][C:35]([CH2:34][N:32]([CH3:33])[CH3:31])=[CH:36][CH:37]=2)[CH:3]=[C:4]([N:22]([CH2:29][CH3:30])[CH:23]2[CH2:28][CH2:27][O:26][CH2:25][CH2:24]2)[C:5]=1[CH3:21])=[O:8]. The catalyst class is: 70. (2) Reactant: [O-][CH2:2]C.[Na+].[CH3:5][O:6][C:7]1[N:12]=[CH:11][C:10]([CH2:13][C:14]2[C:15](=[O:21])[NH:16][C:17](=[S:20])[NH:18][CH:19]=2)=[CH:9][N:8]=1.CI. Product: [CH3:5][O:6][C:7]1[N:8]=[CH:9][C:10]([CH2:13][C:14]2[C:15](=[O:21])[N:16]=[C:17]([S:20][CH3:2])[NH:18][CH:19]=2)=[CH:11][N:12]=1. The catalyst class is: 14. (3) Reactant: [CH2:1]([N:8]1[CH2:14][CH:13]2[C:15](=[O:16])[CH:10]([CH2:11][CH2:12]2)[CH2:9]1)[C:2]1[CH:7]=[CH:6][CH:5]=[CH:4][CH:3]=1.[BH4-].[Na+]. Product: [CH2:1]([N:8]1[CH2:14][CH:13]2[CH:15]([OH:16])[CH:10]([CH2:11][CH2:12]2)[CH2:9]1)[C:2]1[CH:3]=[CH:4][CH:5]=[CH:6][CH:7]=1. The catalyst class is: 5. (4) Reactant: [C:1]([O:5][C:6]([NH:8][S:9]([N:12]([CH3:51])[CH:13]1[CH2:17][CH2:16][N:15]([CH2:18][CH2:19][N:20]([CH3:50])[C@@H:21]2[CH2:28][N:27]3[C:29]4[CH:30]=[C:31]([C:42]([O:44]C)=[O:43])[CH:32]=[CH:33][C:34]=4[C:35]([CH:36]4[CH2:41][CH2:40][CH2:39][CH2:38][CH2:37]4)=[C:26]3[C:25]3[CH:46]=[CH:47][CH:48]=[CH:49][C:24]=3[O:23][CH2:22]2)[CH2:14]1)(=[O:11])=[O:10])=[O:7])([CH3:4])([CH3:3])[CH3:2].[OH-].[K+]. Product: [C:1]([O:5][C:6]([NH:8][S:9]([N:12]([CH3:51])[CH:13]1[CH2:17][CH2:16][N:15]([CH2:18][CH2:19][N:20]([CH3:50])[C@@H:21]2[CH2:28][N:27]3[C:29]4[CH:30]=[C:31]([C:42]([OH:44])=[O:43])[CH:32]=[CH:33][C:34]=4[C:35]([CH:36]4[CH2:37][CH2:38][CH2:39][CH2:40][CH2:41]4)=[C:26]3[C:25]3[CH:46]=[CH:47][CH:48]=[CH:49][C:24]=3[O:23][CH2:22]2)[CH2:14]1)(=[O:11])=[O:10])=[O:7])([CH3:4])([CH3:3])[CH3:2]. The catalyst class is: 12. (5) Reactant: [H-].[Na+].[CH2:3]([OH:8])[C:4]#[C:5][CH2:6][CH3:7].Cl[C:10]1[CH:15]=[C:14]([O:16][CH2:17][C:18]#[C:19][CH3:20])[N:13]=[CH:12][N:11]=1.[Cl-].[NH4+]. Product: [CH2:17]([O:16][C:14]1[CH:15]=[C:10]([O:8][CH2:3][C:4]#[C:5][CH2:6][CH3:7])[N:11]=[CH:12][N:13]=1)[C:18]#[C:19][CH3:20]. The catalyst class is: 7. (6) Reactant: [C:1]1([CH2:7][C:8]([NH:10][C@@H:11]2[C:39](=[O:40])[N:13]3[C:14]([C:23]([O:25][CH:26]([C:33]4[CH:38]=[CH:37][CH:36]=[CH:35][CH:34]=4)[C:27]4[CH:32]=[CH:31][CH:30]=[CH:29][CH:28]=4)=[O:24])=[C:15](OS(C)(=O)=O)[CH2:16][S:17][C@H:12]23)=[O:9])[CH:6]=[CH:5][CH:4]=[CH:3][CH:2]=1.[Na].[N:42]1[CH:47]=[CH:46][C:45]([C:48]2[N:49]=[C:50]([SH:53])[S:51][CH:52]=2)=[CH:44][CH:43]=1.C(O)(=O)C. Product: [C:1]1([CH2:7][C:8]([NH:10][C@@H:11]2[C:39](=[O:40])[N:13]3[C:14]([C:23]([O:25][CH:26]([C:27]4[CH:28]=[CH:29][CH:30]=[CH:31][CH:32]=4)[C:33]4[CH:34]=[CH:35][CH:36]=[CH:37][CH:38]=4)=[O:24])=[C:15]([S:53][C:50]4[S:51][CH:52]=[C:48]([C:45]5[CH:46]=[CH:47][N:42]=[CH:43][CH:44]=5)[N:49]=4)[CH2:16][S:17][C@H:12]23)=[O:9])[CH:6]=[CH:5][CH:4]=[CH:3][CH:2]=1. The catalyst class is: 670. (7) Product: [Cl:9][C:10]1[CH:15]=[C:14]([I:21])[C:13]([O:16][C:17]([F:18])([F:19])[F:20])=[CH:12][N:11]=1. The catalyst class is: 7. Reactant: [Li+].CC([N-]C(C)C)C.[Cl:9][C:10]1[CH:15]=[CH:14][C:13]([O:16][C:17]([F:20])([F:19])[F:18])=[CH:12][N:11]=1.[I:21]I. (8) Reactant: [OH:1][C:2]1[C:3]([CH3:11])=[C:4]([CH:8]=[CH:9][CH:10]=1)[C:5]([OH:7])=[O:6].S(=O)(=O)(O)O.[CH2:17](O)[CH3:18]. Product: [OH:1][C:2]1[C:3]([CH3:11])=[C:4]([CH:8]=[CH:9][CH:10]=1)[C:5]([O:7][CH2:17][CH3:18])=[O:6]. The catalyst class is: 6.